This data is from Cav3 T-type calcium channel HTS with 100,875 compounds. The task is: Binary Classification. Given a drug SMILES string, predict its activity (active/inactive) in a high-throughput screening assay against a specified biological target. (1) The result is 0 (inactive). The molecule is O1c2n[nH]c(c2C2(c3c(N(C2=O)C(C)C)cccc3)C(=C1N)C#N)CCC. (2) The molecule is S(c1n(Cc2occc2)c(nn1)c1sccc1)CC(=O)Nc1ccc(cc1)C. The result is 0 (inactive). (3) The compound is O=c1n(CC(=O)c2ccccc2)cnc2c1cccc2. The result is 0 (inactive).